This data is from TCR-epitope binding with 47,182 pairs between 192 epitopes and 23,139 TCRs. The task is: Binary Classification. Given a T-cell receptor sequence (or CDR3 region) and an epitope sequence, predict whether binding occurs between them. The epitope is HSKKKCDEL. The TCR CDR3 sequence is CASSYGLAGSYEQYF. Result: 0 (the TCR does not bind to the epitope).